Dataset: Full USPTO retrosynthesis dataset with 1.9M reactions from patents (1976-2016). Task: Predict the reactants needed to synthesize the given product. (1) Given the product [OH2:19].[Cl:2][C:3]1[CH:4]=[C:5]([CH:39]=[CH:40][C:41]=1[Cl:42])[CH2:6][C@@H:7]([N:21]([CH3:38])[C:22](=[O:37])[C:23]1[CH:28]=[C:27]([C:29]([F:30])([F:31])[F:32])[CH:26]=[C:25]([C:33]([F:34])([F:35])[F:36])[CH:24]=1)/[CH:8]=[CH:9]/[C:10](=[O:20])[NH:11][C@@H:12]1[CH2:18][CH2:17][CH2:16][CH2:15][NH:14][C:13]1=[O:19].[Cl:2][C:3]1[CH:4]=[C:5]([CH:39]=[CH:40][C:41]=1[Cl:42])[CH2:6][C@@H:7]([N:21]([CH3:38])[C:22](=[O:37])[C:23]1[CH:28]=[C:27]([C:29]([F:30])([F:31])[F:32])[CH:26]=[C:25]([C:33]([F:34])([F:35])[F:36])[CH:24]=1)/[CH:8]=[CH:9]/[C:10](=[O:20])[NH:11][C@@H:12]1[CH2:18][CH2:17][CH2:16][CH2:15][NH:14][C:13]1=[O:19], predict the reactants needed to synthesize it. The reactants are: O.[Cl:2][C:3]1[CH:4]=[C:5]([CH:39]=[CH:40][C:41]=1[Cl:42])[CH2:6][C@@H:7]([N:21]([CH3:38])[C:22](=[O:37])[C:23]1[CH:28]=[C:27]([C:29]([F:32])([F:31])[F:30])[CH:26]=[C:25]([C:33]([F:36])([F:35])[F:34])[CH:24]=1)/[CH:8]=[CH:9]/[C:10](=[O:20])[NH:11][C@@H:12]1[CH2:18][CH2:17][CH2:16][CH2:15][NH:14][C:13]1=[O:19]. (2) The reactants are: [Cl:1][C:2]1[CH:7]=[CH:6][N:5]=[C:4]([C:8]2[S:9][CH:10]=[CH:11][CH:12]=2)[CH:3]=1.[Br:13]Br.[O-]S([O-])(=S)=O.[Na+].[Na+]. Given the product [Br:13][C:10]1[S:9][C:8]([C:4]2[CH:3]=[C:2]([Cl:1])[CH:7]=[CH:6][N:5]=2)=[CH:12][CH:11]=1, predict the reactants needed to synthesize it. (3) Given the product [OH:40][CH2:39][CH2:38][NH:37][C:26](=[O:27])[C:25]1[CH:31]=[CH:32][CH:33]=[C:23]([C:22]2[C:16]3[S:15][C:14]([CH2:13][C:10]4[CH:11]=[N:12][C:7]([O:6][CH2:5][C:4]([F:34])([F:35])[F:3])=[CH:8][CH:9]=4)=[CH:18][C:17]=3[CH:19]=[CH:20][CH:21]=2)[CH:24]=1, predict the reactants needed to synthesize it. The reactants are: [OH-].[Na+].[F:3][C:4]([F:35])([F:34])[CH2:5][O:6][C:7]1[N:12]=[CH:11][C:10]([CH2:13][C:14]2[S:15][C:16]3[C:22]([C:23]4[CH:24]=[C:25]([CH:31]=[CH:32][CH:33]=4)[C:26](OCC)=[O:27])=[CH:21][CH:20]=[CH:19][C:17]=3[CH:18]=2)=[CH:9][CH:8]=1.Cl.[NH2:37][CH2:38][CH2:39][OH:40].CCN=C=NCCCN(C)C.C1C=CC2N(O)N=NC=2C=1. (4) Given the product [C:21]([C:20]1[CH:23]=[C:16]([C:14]2[S:15][C:11]([C:4]3[C:3]([CH2:1][CH3:2])=[C:8]([CH2:9][N:37]4[CH2:40][CH:39]([C:41]([O:43][CH3:44])=[O:42])[CH2:38]4)[CH:7]=[CH:6][CH:5]=3)=[CH:12][N:13]=2)[CH:17]=[CH:18][C:19]=1[O:24][CH:25]([CH3:27])[CH3:26])#[N:22], predict the reactants needed to synthesize it. The reactants are: [CH2:1]([C:3]1[C:8]([CH:9]=O)=[CH:7][CH:6]=[CH:5][C:4]=1[C:11]1[S:15][C:14]([C:16]2[CH:17]=[CH:18][C:19]([O:24][CH:25]([CH3:27])[CH3:26])=[C:20]([CH:23]=2)[C:21]#[N:22])=[N:13][CH:12]=1)[CH3:2].C(O)(=O)C.C([O-])(=O)C.[Na+].[NH:37]1[CH2:40][CH:39]([C:41]([O:43][CH3:44])=[O:42])[CH2:38]1.